Dataset: Forward reaction prediction with 1.9M reactions from USPTO patents (1976-2016). Task: Predict the product of the given reaction. (1) Given the reactants [C:1]([C:7]1[CH:16]=[CH:15][C:14]2[C:13]([NH:17][CH2:18][CH2:19][CH2:20][CH2:21][CH3:22])=[C:12]([C:23]#[C:24][CH2:25][CH2:26][CH2:27][CH3:28])[CH:11]=[CH:10][C:9]=2[C:8]=1[NH:29][CH2:30][CH2:31][CH2:32][CH2:33][CH3:34])#[C:2][CH2:3][CH2:4][CH2:5][CH3:6].[OH-].[K+], predict the reaction product. The product is: [CH2:25]([C:24]1[N:17]([CH2:18][CH2:19][CH2:20][CH2:21][CH3:22])[C:13]2[C:14]3[CH:15]=[CH:16][C:7]4[CH:1]=[C:2]([CH2:3][CH2:4][CH2:5][CH3:6])[N:29]([CH2:30][CH2:31][CH2:32][CH2:33][CH3:34])[C:8]=4[C:9]=3[CH:10]=[CH:11][C:12]=2[CH:23]=1)[CH2:26][CH2:27][CH3:28]. (2) Given the reactants [Li]CCCC.[O:6]1[CH:10]=[CH:9][N:8]=[CH:7]1.[C:11]([C:15]1[CH:20]=[CH:19][C:18]([S:21]([NH:24][C:25]2[CH:30]=[CH:29][C:28]([Cl:31])=[CH:27][C:26]=2[N:32]2[C:36]([CH:37](C)C)=[CH:35][N:34]=[N:33]2)(=[O:23])=[O:22])=[CH:17][CH:16]=1)([CH3:14])([CH3:13])[CH3:12], predict the reaction product. The product is: [C:11]([C:15]1[CH:20]=[CH:19][C:18]([S:21]([NH:24][C:25]2[CH:30]=[CH:29][C:28]([Cl:31])=[CH:27][C:26]=2[N:32]2[C:36]([CH3:37])=[C:35]([C:7]3[O:6][CH:10]=[CH:9][N:8]=3)[N:34]=[N:33]2)(=[O:23])=[O:22])=[CH:17][CH:16]=1)([CH3:14])([CH3:13])[CH3:12]. (3) Given the reactants C(Cl)(=O)C(Cl)=O.CS(C)=O.[C:11]([Si:15]([CH3:24])([CH3:23])[O:16][CH2:17][CH2:18][O:19][CH2:20][CH2:21][OH:22])([CH3:14])([CH3:13])[CH3:12].O, predict the reaction product. The product is: [Si:15]([O:16][CH2:17][CH2:18][O:19][CH2:20][CH:21]=[O:22])([C:11]([CH3:14])([CH3:13])[CH3:12])([CH3:24])[CH3:23]. (4) The product is: [Br:1][C:2]1[CH:3]=[C:4]2[C:9](=[CH:10][C:11]=1[F:12])[N:8]([CH2:23][CH3:24])[C:7](=[O:13])[N:6]([CH2:14][CH3:15])[C:5]2=[O:16]. Given the reactants [Br:1][C:2]1[CH:3]=[C:4]2[C:9](=[CH:10][C:11]=1[F:12])[NH:8][C:7](=[O:13])[N:6]([CH2:14][CH3:15])[C:5]2=[O:16].C(=O)([O-])[O-].[K+].[K+].[CH2:23](I)[CH3:24], predict the reaction product. (5) Given the reactants [NH:1]([C:27]([O:29][CH2:30][C:31]1[CH:36]=[CH:35][CH:34]=[CH:33][CH:32]=1)=[O:28])[C@H:2]([C:13]([NH:15][C@H:16]([C:24](O)=[O:25])[CH2:17][CH2:18][CH2:19][NH:20][C:21](=[NH:23])[NH2:22])=[O:14])[CH2:3][C:4]1[C:12]2[C:7](=[CH:8][CH:9]=[CH:10][CH:11]=2)[NH:6][CH:5]=1.C1C=C2C(N(O)N=NC2=CC=1)=O.Cl.[NH2:50][C@H:51]([C:59]([NH:61][C@H:62]([C:75]([NH2:77])=[O:76])[CH2:63][CH2:64][CH2:65][CH2:66][NH:67][C:68]([O:70][C:71]([CH3:74])([CH3:73])[CH3:72])=[O:69])=[O:60])[CH2:52][CH2:53][CH2:54][NH:55][C:56](=[NH:58])[NH2:57].C(Cl)CCl.C([O-])([O-])=O.[Na+].[Na+].[Na+].[Cl-], predict the reaction product. The product is: [NH:1]([C:27]([O:29][CH2:30][C:31]1[CH:36]=[CH:35][CH:34]=[CH:33][CH:32]=1)=[O:28])[C@H:2]([C:13]([NH:15][C@H:16]([C:24]([NH:50][C@H:51]([C:59]([NH:61][C@H:62]([C:75]([NH2:77])=[O:76])[CH2:63][CH2:64][CH2:65][CH2:66][NH:67][C:68]([O:70][C:71]([CH3:72])([CH3:73])[CH3:74])=[O:69])=[O:60])[CH2:52][CH2:53][CH2:54][NH:55][C:56](=[NH:57])[NH2:58])=[O:25])[CH2:17][CH2:18][CH2:19][NH:20][C:21](=[NH:22])[NH2:23])=[O:14])[CH2:3][C:4]1[C:12]2[C:7](=[CH:8][CH:9]=[CH:10][CH:11]=2)[NH:6][CH:5]=1. (6) Given the reactants [CH:1]1([C:4]2[CH:9]=[CH:8][C:7]([NH2:10])=[CH:6][CH:5]=2)[CH2:3][CH2:2]1.[Cl:11][C:12]1[CH:17]=[CH:16][CH:15]=[CH:14][C:13]=1[N:18]1[C:22]([O:23][C:24]2[CH:29]=[CH:28][CH:27]=[CH:26][C:25]=2[N:30]=[C:31]=[O:32])=[CH:21][C:20]([CH3:33])=[N:19]1, predict the reaction product. The product is: [Cl:11][C:12]1[CH:17]=[CH:16][CH:15]=[CH:14][C:13]=1[N:18]1[C:22]([O:23][C:24]2[CH:29]=[CH:28][CH:27]=[CH:26][C:25]=2[NH:30][C:31]([NH:10][C:7]2[CH:8]=[CH:9][C:4]([CH:1]3[CH2:3][CH2:2]3)=[CH:5][CH:6]=2)=[O:32])=[CH:21][C:20]([CH3:33])=[N:19]1. (7) Given the reactants [Si:1]([O:18][CH2:19][C:20]1[C:25]([N:26]2[CH2:31][C@H:30]([CH3:32])[O:29][C@H:28]([CH3:33])[CH2:27]2)=[C:24]([Cl:34])[C:23]([F:35])=[CH:22][N:21]=1)([C:14]([CH3:17])([CH3:16])[CH3:15])([C:8]1[CH:13]=[CH:12][CH:11]=[CH:10][CH:9]=1)[C:2]1[CH:7]=[CH:6][CH:5]=[CH:4][CH:3]=1.CON(C)[C:39]([C:41]1[S:42][CH:43]=[C:44]([CH3:46])[N:45]=1)=[O:40], predict the reaction product. The product is: [Si:1]([O:18][CH2:19][C:20]1[N:21]=[C:22]([C:39]([C:41]2[S:42][CH:43]=[C:44]([CH3:46])[N:45]=2)=[O:40])[C:23]([F:35])=[C:24]([Cl:34])[C:25]=1[N:26]1[CH2:31][C@H:30]([CH3:32])[O:29][C@H:28]([CH3:33])[CH2:27]1)([C:14]([CH3:17])([CH3:15])[CH3:16])([C:8]1[CH:13]=[CH:12][CH:11]=[CH:10][CH:9]=1)[C:2]1[CH:3]=[CH:4][CH:5]=[CH:6][CH:7]=1.